From a dataset of Forward reaction prediction with 1.9M reactions from USPTO patents (1976-2016). Predict the product of the given reaction. (1) Given the reactants C1(C(C2C=CC=CC=2)=[N:8][C:9]2[C:18]3[CH2:17][CH2:16][C@H:15]([N:19]4[CH2:23][CH2:22][CH2:21][CH2:20]4)[CH2:14][C:13]=3[C:12]([O:24][CH3:25])=[CH:11][CH:10]=2)C=CC=CC=1.Cl, predict the reaction product. The product is: [CH3:25][O:24][C:12]1[C:13]2[CH2:14][C@@H:15]([N:19]3[CH2:23][CH2:22][CH2:21][CH2:20]3)[CH2:16][CH2:17][C:18]=2[C:9]([NH2:8])=[CH:10][CH:11]=1. (2) Given the reactants [H-].[Na+].CN1CCN([C:10]2[CH:15]=[C:14]([NH2:16])[CH:13]=[CH:12][N:11]=2)CC1.Cl[C:18]1[C:23]([CH2:24][CH2:25]Cl)=[C:22]([C:27]2[CH:32]=[CH:31][CH:30]=[C:29]([O:33][CH3:34])[CH:28]=2)[N:21]=[C:20]([N:35]2[CH2:40][CH2:39][O:38][CH2:37][CH2:36]2)[N:19]=1, predict the reaction product. The product is: [CH3:34][O:33][C:29]1[CH:28]=[C:27]([C:22]2[C:23]3[CH2:24][CH2:25][N:16]([C:14]4[CH:13]=[CH:12][N:11]=[C:10]([O:38][CH2:37][CH2:36][N:35]([CH3:40])[CH3:20])[CH:15]=4)[C:18]=3[N:19]=[C:20]([N:35]3[CH2:40][CH2:39][O:38][CH2:37][CH2:36]3)[N:21]=2)[CH:32]=[CH:31][CH:30]=1. (3) Given the reactants [N:1]([CH2:4][C:5]([C:7]1[CH:8]=[CH:9][C:10]2[NH:14][C:13](=[O:15])[NH:12][C:11]=2[CH:16]=1)=[O:6])=[N+]=[N-].[ClH:17], predict the reaction product. The product is: [ClH:17].[NH2:1][CH2:4][C:5]([C:7]1[CH:8]=[CH:9][C:10]2[NH:14][C:13](=[O:15])[NH:12][C:11]=2[CH:16]=1)=[O:6]. (4) Given the reactants [H-].[Na+].[Cl:3][C:4]1[C:9]([C:10]([F:13])([F:12])[F:11])=[CH:8][CH:7]=[C:6]([O:14][C:15]2[CH:20]=[CH:19][CH:18]=[C:17]([CH2:21]P(OCC)(OCC)=O)[CH:16]=2)[N:5]=1.[CH2:30]1[O:40][C:33]2([CH2:38][CH2:37][C:36](=O)[CH2:35][CH2:34]2)[O:32][CH2:31]1, predict the reaction product. The product is: [Cl:3][C:4]1[C:9]([C:10]([F:11])([F:12])[F:13])=[CH:8][CH:7]=[C:6]([O:14][C:15]2[CH:20]=[CH:19][CH:18]=[C:17]([CH:21]=[C:36]3[CH2:37][CH2:38][C:33]4([O:40][CH2:30][CH2:31][O:32]4)[CH2:34][CH2:35]3)[CH:16]=2)[N:5]=1. (5) Given the reactants [N+:1]([C:4]1[CH:12]=[CH:11][C:10](Cl)=[CH:9][C:5]=1[C:6]([OH:8])=[O:7])([O-:3])=[O:2].[CH2:14]([N:21]1[CH2:26][CH2:25][NH:24][CH2:23][CH2:22]1)[C:15]1[CH:20]=[CH:19][CH:18]=[CH:17][CH:16]=1, predict the reaction product. The product is: [N+:1]([C:4]1[CH:12]=[CH:11][C:10]([N:24]2[CH2:25][CH2:26][N:21]([CH2:14][C:15]3[CH:16]=[CH:17][CH:18]=[CH:19][CH:20]=3)[CH2:22][CH2:23]2)=[CH:9][C:5]=1[C:6]([OH:8])=[O:7])([O-:3])=[O:2].